Dataset: Forward reaction prediction with 1.9M reactions from USPTO patents (1976-2016). Task: Predict the product of the given reaction. (1) Given the reactants [CH3:1][N:2](C)[CH:3]=[O:4].[C:6](Cl)(=[O:10])C(Cl)=O.[ClH:12].[CH3:13]NOC.C([N:19]([CH2:22][CH3:23])[CH2:20][CH3:21])C, predict the reaction product. The product is: [Cl:12][C:22]1[CH:23]=[CH:13][C:21]([C:3]([N:2]([O:10][CH3:6])[CH3:1])=[O:4])=[CH:20][N:19]=1. (2) Given the reactants O[CH:2]=[C:3]1[C:11]2[C:6](=[CH:7][C:8]([C:12]([C:14]3[CH:15]=[C:16]([NH:20][C:21]([C:23]4[CH:24]=[N:25][N:26]([CH3:29])[C:27]=4[Cl:28])=[O:22])[CH:17]=[CH:18][CH:19]=3)=[O:13])=[CH:9][CH:10]=2)[NH:5][C:4]1=[O:30].C1COCC1.[CH3:36][N:37]1[CH2:42][CH2:41][N:40]([C:43]2[CH:48]=[CH:47][C:46]([NH2:49])=[CH:45][CH:44]=2)[CH2:39][CH2:38]1, predict the reaction product. The product is: [CH3:36][N:37]1[CH2:38][CH2:39][N:40]([C:43]2[CH:48]=[CH:47][C:46]([NH:49][CH:2]=[C:3]3[C:11]4[C:6](=[CH:7][C:8]([C:12]([C:14]5[CH:15]=[C:16]([NH:20][C:21]([C:23]6[CH:24]=[N:25][N:26]([CH3:29])[C:27]=6[Cl:28])=[O:22])[CH:17]=[CH:18][CH:19]=5)=[O:13])=[CH:9][CH:10]=4)[NH:5][C:4]3=[O:30])=[CH:45][CH:44]=2)[CH2:41][CH2:42]1. (3) Given the reactants [CH:1]([C:3]1[CH:10]=[CH:9][C:6]([C:7]#[N:8])=[CH:5][CH:4]=1)=O.[CH3:11][O:12][C:13]1[CH:14]=[C:15]([CH:17]=[CH:18][CH:19]=1)[NH2:16], predict the reaction product. The product is: [CH3:11][O:12][C:13]1[CH:14]=[C:15]([N:16]=[CH:1][C:3]2[CH:10]=[CH:9][C:6]([C:7]#[N:8])=[CH:5][CH:4]=2)[CH:17]=[CH:18][CH:19]=1. (4) Given the reactants [CH:1]1[C:13]2[N:12]([CH2:14][CH2:15][CH2:16][CH2:17][CH2:18][CH2:19][OH:20])[C:11]3[C:6](=[CH:7][CH:8]=[CH:9][CH:10]=3)[C:5]=2[CH:4]=[CH:3][CH:2]=1.CC1C=CC(S(O)(=O)=O)=CC=1.[C:32](O)(=[O:35])[CH:33]=[CH2:34].COC1C=CC(O)=CC=1, predict the reaction product. The product is: [CH:10]1[C:11]2[N:12]([CH2:14][CH2:15][CH2:16][CH2:17][CH2:18][CH2:19][O:20][C:32](=[O:35])[CH:33]=[CH2:34])[C:13]3[C:5](=[CH:4][CH:3]=[CH:2][CH:1]=3)[C:6]=2[CH:7]=[CH:8][CH:9]=1. (5) The product is: [CH3:1][O:2][C:3]1[CH:8]=[CH:7][C:6]([NH:9][C:10]2[C:11](=[S:33])[N:12]([CH3:22])[C:13](=[O:21])[C:14]=2[C:15]2[CH:20]=[CH:19][CH:18]=[CH:17][CH:16]=2)=[CH:5][CH:4]=1. Given the reactants [CH3:1][O:2][C:3]1[CH:8]=[CH:7][C:6]([NH:9][C:10]2[C:11](=O)[N:12]([CH3:22])[C:13](=[O:21])[C:14]=2[C:15]2[CH:20]=[CH:19][CH:18]=[CH:17][CH:16]=2)=[CH:5][CH:4]=1.COC1C=CC(P2(SP(C3C=CC(OC)=CC=3)(=S)S2)=[S:33])=CC=1, predict the reaction product. (6) Given the reactants COC1C=CC(C[N:8]2[C:16]3[CH:15]=[C:14]([CH3:17])[N:13]=[C:12]([NH:18][CH:19]4[CH2:24][CH2:23][O:22][CH2:21][CH2:20]4)[C:11]=3[C:10]([C:25]3[CH:30]=[C:29]([C:31]([F:34])([F:33])[F:32])[CH:28]=[CH:27][N:26]=3)=[N:9]2)=CC=1.C(O)(C(F)(F)F)=O, predict the reaction product. The product is: [CH3:17][C:14]1[N:13]=[C:12]([NH:18][CH:19]2[CH2:20][CH2:21][O:22][CH2:23][CH2:24]2)[C:11]2[C:10]([C:25]3[CH:30]=[C:29]([C:31]([F:33])([F:32])[F:34])[CH:28]=[CH:27][N:26]=3)=[N:9][NH:8][C:16]=2[CH:15]=1.